This data is from Catalyst prediction with 721,799 reactions and 888 catalyst types from USPTO. The task is: Predict which catalyst facilitates the given reaction. (1) Reactant: S(=O)(=O)(O)O.[CH3:6][C:7]1[C:8]([C:13]#[N:14])=[N:9][CH:10]=[CH:11][CH:12]=1.[C:15](O)([CH3:18])([CH3:17])[CH3:16].[OH-:20].[NH4+]. Product: [C:15]([NH:14][C:13]([C:8]1[C:7]([CH3:6])=[CH:12][CH:11]=[CH:10][N:9]=1)=[O:20])([CH3:18])([CH3:17])[CH3:16]. The catalyst class is: 6. (2) Reactant: [C:1]([CH2:4][N:5]([CH2:19][C:20]([OH:22])=O)[C:6]1[CH:11]=[CH:10][C:9]([O:12][C:13]2[CH:18]=[CH:17][CH:16]=[CH:15][CH:14]=2)=[CH:8][CH:7]=1)([OH:3])=[O:2].C(=O)(O)[O-].[Na+].[C:28]([O:32][C:33]([NH:35][CH:36]1[CH2:40][CH2:39][NH:38][CH2:37]1)=[O:34])([CH3:31])([CH3:30])[CH3:29]. Product: [C:28]([O:32][C:33]([NH:35][C@H:36]1[CH2:40][CH2:39][N:38]([C:20](=[O:22])[CH2:19][N:5]([CH2:4][C:1]([OH:3])=[O:2])[C:6]2[CH:7]=[CH:8][C:9]([O:12][C:13]3[CH:14]=[CH:15][CH:16]=[CH:17][CH:18]=3)=[CH:10][CH:11]=2)[CH2:37]1)=[O:34])([CH3:31])([CH3:29])[CH3:30]. The catalyst class is: 152. (3) Reactant: [Cl:1][C:2]1[N:3]([NH2:13])[CH:4]=[C:5]([C:7]2[CH:8]=[N:9][CH:10]=[CH:11][CH:12]=2)[N:6]=1.[C:14](Cl)(=[O:16])[CH3:15]. Product: [Cl:1][C:2]1[N:3]([NH:13][C:14](=[O:16])[CH3:15])[CH:4]=[C:5]([C:7]2[CH:8]=[N:9][CH:10]=[CH:11][CH:12]=2)[N:6]=1. The catalyst class is: 2. (4) Reactant: [Na+].[Cl:2][C:3]1[C:4]2[O:11][C:10]([C:12]([O-])=[O:13])=[C:9]([NH:15][C:16]3[CH:21]=[CH:20][C:19]([I:22])=[CH:18][C:17]=3[F:23])[C:5]=2[CH:6]=[N:7][CH:8]=1.[Cl-].[NH4+].C[N:27](C(ON1N=NC2C=CC=NC1=2)=[N+](C)C)C.F[P-](F)(F)(F)(F)F.C(N(C(C)C)CC)(C)C. The catalyst class is: 39. Product: [Cl:2][C:3]1[C:4]2[O:11][C:10]([C:12]([NH2:27])=[O:13])=[C:9]([NH:15][C:16]3[CH:21]=[CH:20][C:19]([I:22])=[CH:18][C:17]=3[F:23])[C:5]=2[CH:6]=[N:7][CH:8]=1. (5) Reactant: [Cl:1][C:2]1[N:10]=[C:9]2[C:5]([N:6]([CH2:11][C@H:12]3[CH2:17][CH2:16][C@H:15]([CH3:18])[CH2:14][CH2:13]3)[CH:7]=[N:8]2)=[C:4](Cl)[N:3]=1.[Cl:20][C:21]1[CH:22]=[C:23](B(O)O)[CH:24]=[N:25][CH:26]=1.[O-]P([O-])([O-])=O.[K+].[K+].[K+]. Product: [Cl:1][C:2]1[N:10]=[C:9]2[C:5]([N:6]([CH2:11][C@H:12]3[CH2:17][CH2:16][C@H:15]([CH3:18])[CH2:14][CH2:13]3)[CH:7]=[N:8]2)=[C:4]([C:23]2[CH:24]=[N:25][CH:26]=[C:21]([Cl:20])[CH:22]=2)[N:3]=1. The catalyst class is: 294. (6) The catalyst class is: 7. Reactant: [CH2:1]([O:5][C:6]1[CH:11]=[CH:10][C:9]([CH2:12][CH2:13][CH2:14][OH:15])=[C:8]([O:16][C:17]2[CH:22]=[CH:21][C:20]([C:23]([F:26])([F:25])[F:24])=[CH:19][N:18]=2)[CH:7]=1)[CH2:2][CH2:3][CH3:4].[CH2:27]([N:29]1[CH:33]=[C:32]([CH2:34][C:35]([O:37]C)=[O:36])[C:31](O)=[N:30]1)[CH3:28].C(P(CCCC)CCCC)CCC.N(C(N1CCCCC1)=O)=NC(N1CCCCC1)=O.O1CCCC1CO.[OH-].[Na+].Cl. Product: [CH2:27]([N:29]1[CH:33]=[C:32]([CH2:34][C:35]([OH:37])=[O:36])[C:31]([O:15][CH2:14][CH2:13][CH2:12][C:9]2[CH:10]=[CH:11][C:6]([O:5][CH2:1][CH2:2][CH2:3][CH3:4])=[CH:7][C:8]=2[O:16][C:17]2[CH:22]=[CH:21][C:20]([C:23]([F:26])([F:24])[F:25])=[CH:19][N:18]=2)=[N:30]1)[CH3:28].